Dataset: NCI-60 drug combinations with 297,098 pairs across 59 cell lines. Task: Regression. Given two drug SMILES strings and cell line genomic features, predict the synergy score measuring deviation from expected non-interaction effect. (1) Synergy scores: CSS=53.0, Synergy_ZIP=4.87, Synergy_Bliss=6.09, Synergy_Loewe=-8.41, Synergy_HSA=-2.41. Cell line: HL-60(TB). Drug 1: CC1C(C(CC(O1)OC2CC(OC(C2O)C)OC3=CC4=CC5=C(C(=O)C(C(C5)C(C(=O)C(C(C)O)O)OC)OC6CC(C(C(O6)C)O)OC7CC(C(C(O7)C)O)OC8CC(C(C(O8)C)O)(C)O)C(=C4C(=C3C)O)O)O)O. Drug 2: CN(CCCl)CCCl.Cl. (2) Drug 1: C1CCC(C1)C(CC#N)N2C=C(C=N2)C3=C4C=CNC4=NC=N3. Drug 2: CC1=C(C(CCC1)(C)C)C=CC(=CC=CC(=CC(=O)O)C)C. Cell line: A498. Synergy scores: CSS=2.87, Synergy_ZIP=-1.48, Synergy_Bliss=-1.32, Synergy_Loewe=-0.641, Synergy_HSA=-1.57. (3) Drug 1: CCC(=C(C1=CC=CC=C1)C2=CC=C(C=C2)OCCN(C)C)C3=CC=CC=C3.C(C(=O)O)C(CC(=O)O)(C(=O)O)O. Drug 2: COC1=NC(=NC2=C1N=CN2C3C(C(C(O3)CO)O)O)N. Cell line: UO-31. Synergy scores: CSS=3.17, Synergy_ZIP=-1.18, Synergy_Bliss=0.354, Synergy_Loewe=-2.09, Synergy_HSA=-0.994. (4) Drug 1: C1C(C(OC1N2C=NC3=C(N=C(N=C32)Cl)N)CO)O. Drug 2: CN1C2=C(C=C(C=C2)N(CCCl)CCCl)N=C1CCCC(=O)O.Cl. Cell line: SK-MEL-28. Synergy scores: CSS=14.0, Synergy_ZIP=-2.26, Synergy_Bliss=-3.39, Synergy_Loewe=-16.2, Synergy_HSA=-3.74. (5) Drug 1: CC1=C2C(C(=O)C3(C(CC4C(C3C(C(C2(C)C)(CC1OC(=O)C(C(C5=CC=CC=C5)NC(=O)OC(C)(C)C)O)O)OC(=O)C6=CC=CC=C6)(CO4)OC(=O)C)OC)C)OC. Drug 2: CC12CCC3C(C1CCC2O)C(CC4=C3C=CC(=C4)O)CCCCCCCCCS(=O)CCCC(C(F)(F)F)(F)F. Cell line: CAKI-1. Synergy scores: CSS=53.9, Synergy_ZIP=3.90, Synergy_Bliss=5.39, Synergy_Loewe=-17.2, Synergy_HSA=7.44. (6) Drug 1: C1=C(C(=O)NC(=O)N1)F. Drug 2: CC1=C(C=C(C=C1)C(=O)NC2=CC(=CC(=C2)C(F)(F)F)N3C=C(N=C3)C)NC4=NC=CC(=N4)C5=CN=CC=C5. Cell line: SF-295. Synergy scores: CSS=34.6, Synergy_ZIP=-2.81, Synergy_Bliss=-4.74, Synergy_Loewe=-3.08, Synergy_HSA=-2.84.